Dataset: Catalyst prediction with 721,799 reactions and 888 catalyst types from USPTO. Task: Predict which catalyst facilitates the given reaction. (1) The catalyst class is: 4. Reactant: C([NH:5][S:6]([C:9]1[S:10][C:11]([C:14]2[CH:19]=[C:18]([C:20]3[N:25]=[C:24]([C:26]4[CH:31]=[CH:30][C:29]([Cl:32])=[C:28]([Cl:33])[CH:27]=4)[CH:23]=[C:22]([C:34]([F:37])([F:36])[F:35])[N:21]=3)[CH:17]=[CH:16][N:15]=2)=[CH:12][CH:13]=1)(=[O:8])=[O:7])(C)(C)C.C(O)(C(F)(F)F)=O. Product: [Cl:33][C:28]1[CH:27]=[C:26]([C:24]2[CH:23]=[C:22]([C:34]([F:35])([F:36])[F:37])[N:21]=[C:20]([C:18]3[CH:17]=[CH:16][N:15]=[C:14]([C:11]4[S:10][C:9]([S:6]([NH2:5])(=[O:7])=[O:8])=[CH:13][CH:12]=4)[CH:19]=3)[N:25]=2)[CH:31]=[CH:30][C:29]=1[Cl:32]. (2) Reactant: [C:1](O[BH-](OC(=O)C)OC(=O)C)(=O)C.[Na+].[Br:15][C:16]1[CH:17]=[C:18]([CH2:22][N:23]2[CH2:28][CH2:27][NH:26][CH2:25][C@@H:24]2[C:29]2[CH:34]=[CH:33][C:32]([F:35])=[CH:31][CH:30]=2)[CH:19]=[N:20][CH:21]=1.C=O. Product: [Br:15][C:16]1[CH:17]=[C:18]([CH2:22][N:23]2[CH2:28][CH2:27][N:26]([CH3:1])[CH2:25][C@@H:24]2[C:29]2[CH:34]=[CH:33][C:32]([F:35])=[CH:31][CH:30]=2)[CH:19]=[N:20][CH:21]=1. The catalyst class is: 5. (3) Reactant: Br[C:2]1[C:10]([CH:11]([CH3:13])[CH3:12])=[CH:9][CH:8]=[C:7]2[C:3]=1[CH:4]=[N:5][N:6]2[S:14]([C:17]1[CH:23]=[CH:22][C:20]([CH3:21])=[CH:19][CH:18]=1)(=[O:16])=[O:15].[B:24]1([B:24]2[O:28][C:27]([CH3:30])([CH3:29])[C:26]([CH3:32])([CH3:31])[O:25]2)[O:28][C:27]([CH3:30])([CH3:29])[C:26]([CH3:32])([CH3:31])[O:25]1.C(Cl)Cl.C([O-])(=O)C.[K+]. Product: [CH:11]([C:10]1[C:2]([B:24]2[O:28][C:27]([CH3:30])([CH3:29])[C:26]([CH3:32])([CH3:31])[O:25]2)=[C:3]2[C:7](=[CH:8][CH:9]=1)[N:6]([S:14]([C:17]1[CH:23]=[CH:22][C:20]([CH3:21])=[CH:19][CH:18]=1)(=[O:16])=[O:15])[N:5]=[CH:4]2)([CH3:13])[CH3:12]. The catalyst class is: 418. (4) The catalyst class is: 5. Reactant: [F:1][C:2]1[CH:3]=[CH:4][C:5]([O:34][CH3:35])=[C:6]([C:8]([CH3:33])([CH3:32])[CH2:9][C:10]([C:28]([F:31])([F:30])[F:29])([OH:27])[CH:11]=[N:12][C:13]2[CH:22]=[CH:21][CH:20]=[C:19]3[C:14]=2[CH:15]=[CH:16][C:17]([C:23]([F:26])([F:25])[F:24])=[N:18]3)[CH:7]=1.[BH4-].[Na+]. Product: [F:1][C:2]1[CH:3]=[CH:4][C:5]([O:34][CH3:35])=[C:6]([C:8]([CH3:32])([CH3:33])[CH2:9][C:10]([C:28]([F:29])([F:30])[F:31])([OH:27])[CH2:11][NH:12][C:13]2[CH:22]=[CH:21][CH:20]=[C:19]3[C:14]=2[CH:15]=[CH:16][C:17]([C:23]([F:26])([F:24])[F:25])=[N:18]3)[CH:7]=1. (5) Reactant: [F:1][C:2]([F:23])([F:22])[C:3]1[CH:4]=[C:5]([CH:15]=[C:16]([C:18]([F:21])([F:20])[F:19])[CH:17]=1)[CH2:6][NH:7][C:8]1[N:13]=[CH:12][C:11]([Br:14])=[CH:10][N:9]=1.[CH2:24]([O:31][C:32]1[CH:37]=[CH:36][C:35]([C:38]2[CH:43]=[C:42]([CH:44]([CH3:46])[CH3:45])[CH:41]=[CH:40][C:39]=2[O:47][CH3:48])=[C:34]([CH2:49]Cl)[CH:33]=1)[C:25]1[CH:30]=[CH:29][CH:28]=[CH:27][CH:26]=1.[H-].[Na+].[Cl-].[NH4+]. Product: [CH2:24]([O:31][C:32]1[CH:37]=[CH:36][C:35]([C:38]2[CH:43]=[C:42]([CH:44]([CH3:46])[CH3:45])[CH:41]=[CH:40][C:39]=2[O:47][CH3:48])=[C:34]([CH2:49][N:7]([CH2:6][C:5]2[CH:15]=[C:16]([C:18]([F:21])([F:20])[F:19])[CH:17]=[C:3]([C:2]([F:1])([F:22])[F:23])[CH:4]=2)[C:8]2[N:13]=[CH:12][C:11]([Br:14])=[CH:10][N:9]=2)[CH:33]=1)[C:25]1[CH:26]=[CH:27][CH:28]=[CH:29][CH:30]=1. The catalyst class is: 42. (6) Reactant: [Li][CH2:2][CH2:3][CH2:4][CH3:5].C[CH:7]1C(=O)C[CH2:10][N:9]([C:14]([O:16][C:17]([CH3:20])([CH3:19])[CH3:18])=[O:15])[CH2:8]1. Product: [CH3:2][CH:3]1[C:4](=[CH2:5])[CH2:7][CH2:8][N:9]([C:14]([O:16][C:17]([CH3:18])([CH3:20])[CH3:19])=[O:15])[CH2:10]1. The catalyst class is: 307. (7) Reactant: [CH2:1]([N:3]([CH2:26][CH3:27])[C:4](=[O:25])[CH2:5][C:6]1[C:7]([C:17]2[CH:22]=[CH:21][C:20]([OH:23])=[C:19]([I:24])[CH:18]=2)=[N:8][N:9]2[C:14]([CH3:15])=[CH:13][C:12]([CH3:16])=[N:11][C:10]=12)[CH3:2].[C:28]([O-])([O-])=O.[K+].[K+].CI. Product: [CH2:26]([N:3]([CH2:1][CH3:2])[C:4](=[O:25])[CH2:5][C:6]1[C:7]([C:17]2[CH:22]=[CH:21][C:20]([O:23][CH3:28])=[C:19]([I:24])[CH:18]=2)=[N:8][N:9]2[C:14]([CH3:15])=[CH:13][C:12]([CH3:16])=[N:11][C:10]=12)[CH3:27]. The catalyst class is: 3. (8) Reactant: [CH:1]1([N:7]([CH2:17][CH:18]2[CH2:20][CH2:19]2)[C:8]2[N:13]=[CH:12][N:11]=[C:10]([C:14]([OH:16])=O)[CH:9]=2)[CH2:6][CH2:5][CH2:4][CH2:3][CH2:2]1.[NH:21]1[C:29]2[CH:28]=[CH:27][CH:26]=[C:25]([NH2:30])[C:24]=2[CH:23]=[CH:22]1. Product: [CH:1]1([N:7]([CH2:17][CH:18]2[CH2:20][CH2:19]2)[C:8]2[N:13]=[CH:12][N:11]=[C:10]([C:14]([NH:30][C:25]3[CH:26]=[CH:27][CH:28]=[C:29]4[C:24]=3[CH:23]=[CH:22][NH:21]4)=[O:16])[CH:9]=2)[CH2:2][CH2:3][CH2:4][CH2:5][CH2:6]1. The catalyst class is: 2.